This data is from Full USPTO retrosynthesis dataset with 1.9M reactions from patents (1976-2016). The task is: Predict the reactants needed to synthesize the given product. (1) Given the product [CH3:10][C:11]1([CH3:19])[CH2:16][CH:15]([CH2:17][NH:18][C:2]2[C:7]([F:8])=[CH:6][CH:5]=[C:4]([F:9])[N:3]=2)[CH2:14][CH2:13][O:12]1, predict the reactants needed to synthesize it. The reactants are: F[C:2]1[C:7]([F:8])=[CH:6][CH:5]=[C:4]([F:9])[N:3]=1.[CH3:10][C:11]1([CH3:19])[CH2:16][CH:15]([CH2:17][NH2:18])[CH2:14][CH2:13][O:12]1.C(N(CC)CC)C. (2) Given the product [CH:23]1([C:7]2[CH:16]=[CH:15][C:14]3[C:9](=[CH:10][CH:11]=[CH:12][CH:13]=3)[C:8]=2[C:17]([O:19][CH3:20])=[O:18])[CH2:25][CH2:24]1, predict the reactants needed to synthesize it. The reactants are: FC(F)(F)S(O[C:7]1[CH:16]=[CH:15][C:14]2[C:9](=[CH:10][CH:11]=[CH:12][CH:13]=2)[C:8]=1[C:17]([O:19][CH3:20])=[O:18])(=O)=O.[CH:23]1([B-](F)(F)F)[CH2:25][CH2:24]1.[K+].C1(P(C2CCCCC2)C2C=CC=CC=2C2C(C(C)C)=CC(C(C)C)=CC=2C(C)C)CCCCC1.C([O-])([O-])=O.[K+].[K+]. (3) Given the product [C:14]1([C:13]2[O:20][CH:2]=[C:3]([C:5]3[CH:10]=[CH:9][C:8]([C:11]#[N:12])=[CH:7][CH:6]=3)[N:21]=2)[CH:19]=[CH:18][CH:17]=[CH:16][CH:15]=1, predict the reactants needed to synthesize it. The reactants are: Br[CH2:2][C:3]([C:5]1[CH:10]=[CH:9][C:8]([C:11]#[N:12])=[CH:7][CH:6]=1)=O.[C:13]([NH2:21])(=[O:20])[C:14]1[CH:19]=[CH:18][CH:17]=[CH:16][CH:15]=1. (4) Given the product [ClH:3].[NH2:6][CH2:7][C@H:8]([NH:12][C:13]([O:15][CH2:16][C:17]1[CH:22]=[CH:21][CH:20]=[CH:19][CH:18]=1)=[O:14])[C:9]([O:11][CH3:23])=[O:10], predict the reactants needed to synthesize it. The reactants are: S(Cl)([Cl:3])=O.Cl.[NH2:6][CH2:7][C@H:8]([NH:12][C:13]([O:15][CH2:16][C:17]1[CH:22]=[CH:21][CH:20]=[CH:19][CH:18]=1)=[O:14])[C:9]([OH:11])=[O:10].[CH:23](OC(C)C)(C)C. (5) The reactants are: [CH3:1][C:2]1([CH3:15])[CH2:14][C:5]2[C:6]3[CH2:11][CH2:10][NH:9][C:8](=[O:12])[C:7]=3[S:13][C:4]=2[CH2:3]1.[C:16]([O:19][CH2:20][C:21]1[C:26]([Br:27])=[CH:25][CH:24]=[CH:23][C:22]=1Br)(=[O:18])[CH3:17].C(=O)([O-])[O-].[Cs+].[Cs+].CNCCNC. Given the product [C:16]([O:19][CH2:20][C:21]1[C:22]([N:9]2[CH2:10][CH2:11][C:6]3[C:5]4[CH2:14][C:2]([CH3:15])([CH3:1])[CH2:3][C:4]=4[S:13][C:7]=3[C:8]2=[O:12])=[CH:23][CH:24]=[CH:25][C:26]=1[Br:27])(=[O:18])[CH3:17], predict the reactants needed to synthesize it. (6) Given the product [CH3:1][C:2]1[CH:6]=[C:5](/[CH:7]=[CH:8]/[C:9](=[O:26])[NH:10][CH:11]([C:16]2[CH:21]=[CH:20][CH:19]=[C:18]([C:22]([F:23])([F:24])[F:25])[CH:17]=2)[C:12]([F:15])([F:14])[F:13])[S:4][C:3]=1[C:27]([OH:29])=[O:28], predict the reactants needed to synthesize it. The reactants are: [CH3:1][C:2]1[CH:6]=[C:5](/[CH:7]=[CH:8]/[C:9](=[O:26])[NH:10][CH:11]([C:16]2[CH:21]=[CH:20][CH:19]=[C:18]([C:22]([F:25])([F:24])[F:23])[CH:17]=2)[C:12]([F:15])([F:14])[F:13])[S:4][C:3]=1[C:27]([O:29]CC)=[O:28].[OH-].[Na+].Cl.